From a dataset of Cav3 T-type calcium channel HTS with 100,875 compounds. Binary Classification. Given a drug SMILES string, predict its activity (active/inactive) in a high-throughput screening assay against a specified biological target. (1) The molecule is BrCC1(Sc2n(C1)c(=O)c1c(n2)cccc1)C. The result is 0 (inactive). (2) The compound is Fc1ccc(CC2(N(CC3C2c2c(n(c(c2)C(=O)N2CCCC2)Cc2ccc(nc2)C(F)(F)F)C3)C(=O)c2ccccc2)C(OC)=O)cc1. The result is 0 (inactive). (3) The molecule is S(CC(=O)N(CC)CC)c1sc2c(n1)ccc(NC(=O)CSc1n(c(nn1)COc1c(cccc1)C)C)c2. The result is 0 (inactive). (4) The result is 0 (inactive). The compound is s1c2nc3CC(OCc3cc2c(N)c1C(OCC)=O)C(C)C. (5) The drug is s1c(NC(=O)COC(=O)Cn2c3c(nc2)cccc3)c(c(c1C)C)C(OCC)=O. The result is 0 (inactive). (6) The drug is O=C/1N(CCCC)C(=O)NC(=O)C1=C(\NCCCN(CC)CC)C. The result is 0 (inactive).